Dataset: Peptide-MHC class II binding affinity with 134,281 pairs from IEDB. Task: Regression. Given a peptide amino acid sequence and an MHC pseudo amino acid sequence, predict their binding affinity value. This is MHC class II binding data. The peptide sequence is GVKGFTLGRDGHEKP. The MHC is DRB1_0801 with pseudo-sequence DRB1_0801. The binding affinity (normalized) is 0.547.